This data is from Reaction yield outcomes from USPTO patents with 853,638 reactions. The task is: Predict the reaction yield, written as a fraction of the theoretical maximum amount of product (1.0 means a 100% yield; for example, 0.34 means a 34% yield). (1) The reactants are [C:1]1(=[O:13])[C:5]2[CH:6]=[C:7]3[N:12]([C:4]=2[CH2:3][NH:2]1)[CH2:11][CH2:10][CH2:9][CH2:8]3.Br[C:15]1[N:22]=[CH:21][CH:20]=[C:19]([Cl:23])[C:16]=1[CH:17]=[O:18].CC1(C)C2C(=C(P(C3C=CC=CC=3)C3C=CC=CC=3)C=CC=2)OC2C(P(C3C=CC=CC=3)C3C=CC=CC=3)=CC=CC1=2.C([O-])([O-])=O.[Cs+].[Cs+]. The catalyst is C1C=CC(/C=C/C(/C=C/C2C=CC=CC=2)=O)=CC=1.C1C=CC(/C=C/C(/C=C/C2C=CC=CC=2)=O)=CC=1.C1C=CC(/C=C/C(/C=C/C2C=CC=CC=2)=O)=CC=1.[Pd].[Pd].O1CCOCC1. The product is [Cl:23][C:19]1[C:16]([CH:17]=[O:18])=[C:15]([N:2]2[CH2:3][C:4]3[N:12]4[C:7]([CH2:8][CH2:9][CH2:10][CH2:11]4)=[CH:6][C:5]=3[C:1]2=[O:13])[N:22]=[CH:21][CH:20]=1. The yield is 0.420. (2) The yield is 0.360. The product is [C:1]([NH:4][C:5]1[CH:14]=[CH:13][C:8]([C:9]([O:11][CH3:12])=[O:10])=[CH:7][C:6]=1[O:15][CH2:29][C@@H:30]1[CH2:32][O:31]1)(=[O:3])[CH3:2]. The catalyst is CN(C)C=O. The reactants are [C:1]([NH:4][C:5]1[CH:14]=[CH:13][C:8]([C:9]([O:11][CH3:12])=[O:10])=[CH:7][C:6]=1[OH:15])(=[O:3])[CH3:2].[N+](C1C=C(S(O[CH2:29][C@@H:30]2[CH2:32][O:31]2)(=O)=O)C=CC=1)([O-])=O.C(=O)([O-])[O-].[Cs+].[Cs+]. (3) The reactants are Br[CH2:2][C:3]([C:5]1[CH:13]=[CH:12][C:8]([C:9]([OH:11])=[O:10])=[CH:7][CH:6]=1)=O.[N:14]1[CH:19]=[CH:18][CH:17]=[C:16]([NH:20][C:21]([NH2:23])=[S:22])[CH:15]=1. The catalyst is C(O)C. The product is [N:14]1[CH:19]=[CH:18][CH:17]=[C:16]([NH:20][C:21]2[S:22][CH:2]=[C:3]([C:5]3[CH:13]=[CH:12][C:8]([C:9]([OH:11])=[O:10])=[CH:7][CH:6]=3)[N:23]=2)[CH:15]=1. The yield is 0.740. (4) The reactants are C1([Li])C=CC=CC=1.[Cl-].[C:9]1([CH2:14][P+](C2C=CC=CC=2)(C2C=CC=CC=2)C2C=CC=CC=2)[S:13][CH:12]=[CH:11][CH:10]=1.[CH2:34]([N:38]([CH2:47][CH2:48][CH2:49][CH3:50])[C:39]1[CH:46]=[CH:45][C:42]([CH:43]=O)=[CH:41][CH:40]=1)[CH2:35][CH2:36][CH3:37].II. The catalyst is C1(C)C=CC=CC=1.O.O1CCCC1. The product is [CH2:34]([N:38]([CH2:47][CH2:48][CH2:49][CH3:50])[C:39]1[CH:46]=[CH:45][C:42]([CH:43]=[CH:14][C:9]2[S:13][CH:12]=[CH:11][CH:10]=2)=[CH:41][CH:40]=1)[CH2:35][CH2:36][CH3:37]. The yield is 0.948. (5) The product is [CH3:1][C:2]1[N:7]=[C:6]([C:8]2[NH:12][C:11]([CH2:13][C:14]3[CH:15]=[C:16]([CH:20]=[CH:21][CH:22]=3)[C:17]([O:19][CH3:38])=[O:18])=[N:10][C:9]=2[C:23]2[CH:24]=[C:25]3[C:30](=[CH:31][CH:32]=2)[N:29]=[CH:28][CH:27]=[CH:26]3)[CH:5]=[CH:4][CH:3]=1. The yield is 0.970. No catalyst specified. The reactants are [CH3:1][C:2]1[N:7]=[C:6]([C:8]2[NH:12][C:11]([CH2:13][C:14]3[CH:15]=[C:16]([CH:20]=[CH:21][CH:22]=3)[C:17]([OH:19])=[O:18])=[N:10][C:9]=2[C:23]2[CH:24]=[C:25]3[C:30](=[CH:31][CH:32]=2)[N:29]=[CH:28][CH:27]=[CH:26]3)[CH:5]=[CH:4][CH:3]=1.OS(O)(=O)=O.[CH3:38]O. (6) No catalyst specified. The product is [F:1][C:2]1[CH:3]=[C:4]([S:8]([C:13]2[CH:21]=[CH:20][C:19]3[N:18]([CH3:22])[C:17]4[CH2:23][CH:24]5[NH:28][CH:27]([C:16]=4[C:15]=3[C:14]=2[C:29]([O:31][C:32]([CH3:35])([CH3:34])[CH3:33])=[O:30])[CH2:26][CH2:25]5)(=[O:10])=[O:9])[CH:5]=[CH:6][CH:7]=1. The reactants are [F:1][C:2]1[CH:3]=[C:4]([S:8]([O-:10])=[O:9])[CH:5]=[CH:6][CH:7]=1.[Na+].Br[C:13]1[CH:21]=[CH:20][C:19]2[N:18]([CH3:22])[C:17]3[CH2:23][CH:24]4[NH:28][CH:27]([C:16]=3[C:15]=2[C:14]=1[C:29]([O:31][C:32]([CH3:35])([CH3:34])[CH3:33])=[O:30])[CH2:26][CH2:25]4. The yield is 0.460. (7) The reactants are [Cl:1][C:2]1[CH:3]=[CH:4][C:5]([CH3:15])=[C:6]([C:8]2[NH:9][CH:10]=[CH:11][C:12]=2[C:13]#[N:14])[CH:7]=1.[C:16](Cl)(=[O:18])[CH3:17].[Cl-].[Cl-].[Cl-].[Al+3].Cl. The catalyst is C(Cl)Cl. The product is [C:16]([C:10]1[NH:9][C:8]([C:6]2[CH:7]=[C:2]([Cl:1])[CH:3]=[CH:4][C:5]=2[CH3:15])=[C:12]([C:13]#[N:14])[CH:11]=1)(=[O:18])[CH3:17]. The yield is 0.860. (8) The catalyst is C1COCC1. The reactants are [H-].[Na+].[F:3][C:4]1[CH:9]=[CH:8][CH:7]=[CH:6][C:5]=1[C:10]1[C:14]([CH2:15][OH:16])=[C:13]([CH3:17])[O:12][N:11]=1.Cl[C:19]1[CH:28]=[CH:27][C:22]([C:23]([O:25][CH3:26])=[O:24])=[CH:21][N:20]=1.[Cl-].[Na+]. The yield is 0.490. The product is [CH3:26][O:25][C:23](=[O:24])[C:22]1[CH:27]=[CH:28][C:19]([O:16][CH2:15][C:14]2[C:10]([C:5]3[CH:6]=[CH:7][CH:8]=[CH:9][C:4]=3[F:3])=[N:11][O:12][C:13]=2[CH3:17])=[N:20][CH:21]=1.